This data is from Peptide-MHC class I binding affinity with 185,985 pairs from IEDB/IMGT. The task is: Regression. Given a peptide amino acid sequence and an MHC pseudo amino acid sequence, predict their binding affinity value. This is MHC class I binding data. (1) The peptide sequence is LVGPTPVNI. The MHC is HLA-B15:03 with pseudo-sequence HLA-B15:03. The binding affinity (normalized) is 0.0274. (2) The peptide sequence is MTFPLHFRS. The MHC is HLA-A29:02 with pseudo-sequence HLA-A29:02. The binding affinity (normalized) is 0.692. (3) The peptide sequence is SADPLASLL. The MHC is HLA-B15:01 with pseudo-sequence HLA-B15:01. The binding affinity (normalized) is 0.0847. (4) The binding affinity (normalized) is 0.0847. The peptide sequence is QHSFMANRM. The MHC is HLA-A30:01 with pseudo-sequence HLA-A30:01. (5) The peptide sequence is KAIGTVLV. The MHC is HLA-A11:01 with pseudo-sequence HLA-A11:01. The binding affinity (normalized) is 0.